From a dataset of Full USPTO retrosynthesis dataset with 1.9M reactions from patents (1976-2016). Predict the reactants needed to synthesize the given product. (1) Given the product [CH3:15][O:16][CH2:12][CH:10]([C:7]1[CH:6]=[CH:5][C:4]([O:3][C:2]([F:1])([F:13])[F:14])=[CH:9][CH:8]=1)[OH:11], predict the reactants needed to synthesize it. The reactants are: [F:1][C:2]([F:14])([F:13])[O:3][C:4]1[CH:9]=[CH:8][C:7]([CH:10]2[CH2:12][O:11]2)=[CH:6][CH:5]=1.[CH3:15][O-:16].[Na+].C(OCC)(=O)C. (2) Given the product [CH2:3]([C:11]1[CH:19]=[CH:18][C:14]([C:15]([OH:17])=[O:16])=[C:13]([NH:20][C:21]2[CH:22]=[CH:23][C:24]([F:27])=[CH:25][CH:26]=2)[CH:12]=1)[C:4]1[CH:5]=[CH:6][CH:7]=[CH:8][CH:9]=1, predict the reactants needed to synthesize it. The reactants are: CO.[C:3]([C:11]1[CH:19]=[CH:18][C:14]([C:15]([OH:17])=[O:16])=[C:13]([NH:20][C:21]2[CH:26]=[CH:25][C:24]([F:27])=[CH:23][CH:22]=2)[CH:12]=1)(=O)[C:4]1[CH:9]=[CH:8][CH:7]=[CH:6][CH:5]=1. (3) Given the product [C:1]([O:5][C:6](=[O:13])[NH:7][C@H:8]([C:10]1[N:35]([C:36]2[CH:41]=[CH:40][CH:39]=[CH:38][N:37]=2)[C:28]2[C:27]([Br:26])=[C:32]([F:33])[CH:31]=[CH:30][C:29]=2[N:11]=1)[CH3:9])([CH3:4])([CH3:3])[CH3:2], predict the reactants needed to synthesize it. The reactants are: [C:1]([O:5][C:6](=[O:13])[NH:7][C@H:8]([C:10](=O)[NH2:11])[CH3:9])([CH3:4])([CH3:3])[CH3:2].F[B-](F)(F)F.C([O+](CC)CC)C.[Br:26][C:27]1[C:32]([F:33])=[CH:31][CH:30]=[C:29](N)[C:28]=1[NH:35][C:36]1[CH:41]=[CH:40][CH:39]=[CH:38][N:37]=1. (4) Given the product [OH:1][CH:2]1[CH2:3][CH2:4][C:5]2([CH2:10][CH2:9][N:8]([C:11]([O:13][C:14]([CH3:15])([CH3:16])[CH3:17])=[O:12])[CH2:7][CH2:6]2)[CH2:18][CH2:19]1, predict the reactants needed to synthesize it. The reactants are: [O:1]=[C:2]1[CH2:19][CH2:18][C:5]2([CH2:10][CH2:9][N:8]([C:11]([O:13][C:14]([CH3:17])([CH3:16])[CH3:15])=[O:12])[CH2:7][CH2:6]2)[CH2:4][CH2:3]1.[BH4-].[Na+].C(O)(=O)C. (5) The reactants are: [Cl:1][C:2]1[N:7]=[C:6](OC)[N:5]=[C:4]([NH:10][C:11]2[CH:16]=[CH:15][C:14]([N:17]3[CH:21]=[C:20]([CH3:22])[N:19]=[CH:18]3)=[C:13]([O:23][CH3:24])[CH:12]=2)[N:3]=1.[CH2:25]([N:27](CC)[CH2:28]C)C.ClC1N=C(Cl)N=C(N(C)C)N=1. Given the product [Cl:1][C:2]1[N:3]=[C:4]([NH:10][C:11]2[CH:16]=[CH:15][C:14]([N:17]3[CH:21]=[C:20]([CH3:22])[N:19]=[CH:18]3)=[C:13]([O:23][CH3:24])[CH:12]=2)[N:5]=[C:6]([N:27]([CH3:28])[CH3:25])[N:7]=1, predict the reactants needed to synthesize it. (6) Given the product [OH:47][C:2]1[C:11]2[C:10](=[O:12])[C:9]([O:13][CH3:14])=[CH:8][C:7](=[O:15])[C:6]=2[C:5]([OH:16])=[C:4]2[C:17](=[O:37])[C@:18]3([C:32]4[C:31]([OH:33])=[C:30]5[C:25]([CH:26]=[C:27]([CH:35]=[N:40][OH:39])[NH:28][C:29]5=[O:34])=[CH:24][C:23]=4[CH2:22][CH2:21]3)[C:19](=[O:20])[C:3]=12, predict the reactants needed to synthesize it. The reactants are: O[C:2]1[C:11]2[C:10](=[O:12])[C:9]([O:13][CH3:14])=[CH:8][C:7](=[O:15])[C:6]=2[C:5]([OH:16])=[C:4]2[C:17](=[O:37])[C@:18]3([C:32]4[C:31]([OH:33])=[C:30]5[C:25]([CH:26]=[C:27]([CH:35]=O)[NH:28][C:29]5=[O:34])=[CH:24][C:23]=4[CH2:22][CH2:21]3)[C:19](=[O:20])[C:3]=12.[Cl-].[OH:39][NH3+:40].N1C=CC=CC=1.[OH2:47]. (7) Given the product [CH:13]([O:16][C:17]1[CH:22]=[CH:21][C:20]([NH:23][C:2]2[C:11]3[C:6](=[CH:7][CH:8]=[CH:9][CH:10]=3)[N:5]=[C:4]([CH3:12])[N:3]=2)=[CH:19][CH:18]=1)([CH3:15])[CH3:14], predict the reactants needed to synthesize it. The reactants are: Cl[C:2]1[C:11]2[C:6](=[CH:7][CH:8]=[CH:9][CH:10]=2)[N:5]=[C:4]([CH3:12])[N:3]=1.[CH:13]([O:16][C:17]1[CH:22]=[CH:21][C:20]([NH2:23])=[CH:19][CH:18]=1)([CH3:15])[CH3:14].